Dataset: Forward reaction prediction with 1.9M reactions from USPTO patents (1976-2016). Task: Predict the product of the given reaction. (1) Given the reactants [CH3:1][O:2][C:3]1[CH:40]=[CH:39][C:6]([CH2:7][N:8]([CH2:30][C:31]2[CH:36]=[CH:35][C:34]([O:37][CH3:38])=[CH:33][CH:32]=2)[C:9]2[N:14]=[CH:13][C:12]([C:15]3[C:16]4[CH2:29][CH2:28][NH:27][C:17]=4[N:18]=[C:19]([N:21]4[CH2:26][CH2:25][O:24][CH2:23][CH2:22]4)[N:20]=3)=[CH:11][N:10]=2)=[CH:5][CH:4]=1.Br[C:42]1[CH:47]=[CH:46][C:45]([C:48]([N:50]2[CH2:55][CH2:54][N:53]([CH2:56][CH3:57])[CH2:52][CH2:51]2)=[O:49])=[CH:44][C:43]=1[CH3:58], predict the reaction product. The product is: [CH3:38][O:37][C:34]1[CH:33]=[CH:32][C:31]([CH2:30][N:8]([CH2:7][C:6]2[CH:5]=[CH:4][C:3]([O:2][CH3:1])=[CH:40][CH:39]=2)[C:9]2[N:10]=[CH:11][C:12]([C:15]3[C:16]4[CH2:29][CH2:28][N:27]([C:42]5[CH:47]=[CH:46][C:45]([C:48]([N:50]6[CH2:55][CH2:54][N:53]([CH2:56][CH3:57])[CH2:52][CH2:51]6)=[O:49])=[CH:44][C:43]=5[CH3:58])[C:17]=4[N:18]=[C:19]([N:21]4[CH2:26][CH2:25][O:24][CH2:23][CH2:22]4)[N:20]=3)=[CH:13][N:14]=2)=[CH:36][CH:35]=1. (2) Given the reactants [C:1]([O:5][C:6]([N:8]1[CH2:13][CH2:12][CH:11]([NH:14][C:15]2[N:20]=[CH:19][C:18](Br)=[CH:17][N:16]=2)[CH2:10][CH2:9]1)=[O:7])([CH3:4])([CH3:3])[CH3:2].[Cu][C:23]#[N:24], predict the reaction product. The product is: [C:1]([O:5][C:6]([N:8]1[CH2:13][CH2:12][CH:11]([NH:14][C:15]2[N:20]=[CH:19][C:18]([C:23]#[N:24])=[CH:17][N:16]=2)[CH2:10][CH2:9]1)=[O:7])([CH3:4])([CH3:3])[CH3:2]. (3) The product is: [Br:1][C:2]1[CH:10]=[C:9]2[C:5]([C:6]([CH3:13])([CH3:12])[C:7](=[O:11])[N:8]2[CH2:15][CH2:16][CH2:17][S:18][CH:19]2[CH2:21][CH2:20]2)=[CH:4][CH:3]=1. Given the reactants [Br:1][C:2]1[CH:10]=[C:9]2[C:5]([C:6]([CH3:13])([CH3:12])[C:7](=[O:11])[NH:8]2)=[CH:4][CH:3]=1.Br[CH2:15][CH2:16][CH2:17][S:18][CH:19]1[CH2:21][CH2:20]1, predict the reaction product.